Binary Classification. Given a miRNA mature sequence and a target amino acid sequence, predict their likelihood of interaction. From a dataset of Experimentally validated miRNA-target interactions with 360,000+ pairs, plus equal number of negative samples. (1) The miRNA is hsa-miR-6803-3p with sequence UCCCUCGCCUUCUCACCCUCAG. The protein sequence of the target gene is MGRLLRAARLPPLLSPLLLLLVGGAFLGACVAGSDEPGPEGLTSTSLLDLLLPTGLEPLDSEEPSETMGLGAGLGAPGSGFPSEENEESRILQPPQYFWEEEEELNDSSLDLGPTADYVFPDLTEKAGSIEDTSQAQELPNLPSPLPKMNLVEPPWHMPPREEEEEEEEEEEREKEEVEKQEEEEEEELLPVNGSQEEAKPQVRDFSLTSSSQTPGATKSRHEDSGDQASSGVEVESSMGPSLLLPSVTPTTVTPGDQDSTSQEAEATVLPAAGLGVEFEAPQEASEEATAGAAGLSGQH.... Result: 0 (no interaction). (2) The miRNA is hsa-miR-4795-3p with sequence AUAUUAUUAGCCACUUCUGGAU. The protein sequence of the target gene is MARKTIDSIPEPIALPTEETVQKRIKLKMVDLDAEIAKLNVQSLDSSIQMIRDIDQMNVDAVQTTAALEDQDEQLDKIEANLSNVIDDLNVVSHNITAMEHYCGCGFFRILRAPFKYFRKRERDIIKEEVLEKMTSPKLRRKEESNMMMFTNSSKRRESTGDFMKRLTCDAIEDELERNLMQIDQGLESVKNLAVDMHVQLKLQEPKLNRIEELTETNDFVVEGVNDKVKKLLH. Result: 0 (no interaction).